This data is from Catalyst prediction with 721,799 reactions and 888 catalyst types from USPTO. The task is: Predict which catalyst facilitates the given reaction. Reactant: Br[C:2]1[C:3]([O:12][CH:13]2[CH2:17][CH2:16][CH2:15][CH2:14]2)=[N:4][CH:5]=[C:6]([CH:11]=1)[C:7]([O:9][CH3:10])=[O:8].C([Sn](CCCC)(CCCC)[C:23]1[CH:28]=[CH:27][CH:26]=[CH:25][N:24]=1)CCC. Product: [CH:13]1([O:12][C:3]2[C:2]([C:23]3[CH:28]=[CH:27][CH:26]=[CH:25][N:24]=3)=[CH:11][C:6]([C:7]([O:9][CH3:10])=[O:8])=[CH:5][N:4]=2)[CH2:17][CH2:16][CH2:15][CH2:14]1. The catalyst class is: 3.